Dataset: Forward reaction prediction with 1.9M reactions from USPTO patents (1976-2016). Task: Predict the product of the given reaction. The product is: [CH2:1]([O:8][C:9]1[C:13]([CH:29]=[O:30])=[C:12]([CH:14]([CH3:15])[CH3:16])[N:11]([CH:17]([CH3:19])[CH3:18])[N:10]=1)[C:2]1[CH:3]=[CH:4][CH:5]=[CH:6][CH:7]=1. Given the reactants [CH2:1]([O:8][C:9]1[CH:13]=[C:12]([CH:14]([CH3:16])[CH3:15])[N:11]([CH:17]([CH3:19])[CH3:18])[N:10]=1)[C:2]1[CH:7]=[CH:6][CH:5]=[CH:4][CH:3]=1.P(Cl)(Cl)(Cl)=O.[OH-].[Na+].CN(C)[CH:29]=[O:30], predict the reaction product.